This data is from Retrosynthesis with 50K atom-mapped reactions and 10 reaction types from USPTO. The task is: Predict the reactants needed to synthesize the given product. (1) The reactants are: CC(C)(C)OC(=O)N1CCN(c2cncc(Cl)n2)CC1.OB(O)c1ccc(F)cc1F. Given the product CC(C)(C)OC(=O)N1CCN(c2cncc(-c3ccc(F)cc3F)n2)CC1, predict the reactants needed to synthesize it. (2) The reactants are: Cc1ccc(-c2ncc[nH]2)cc1N.O=C(Cl)c1ccc(Oc2ccccc2)nc1. Given the product Cc1ccc(-c2ncc[nH]2)cc1NC(=O)c1ccc(Oc2ccccc2)nc1, predict the reactants needed to synthesize it. (3) Given the product O=C(NC1CCCc2c1[nH]c1ccccc21)c1ccccc1, predict the reactants needed to synthesize it. The reactants are: NC1CCCc2c1[nH]c1ccccc21.O=C(Cl)c1ccccc1. (4) Given the product CC(=O)Nc1nc2cc(-c3cnc(Cl)c(NS(=O)(=O)c4ccc(F)cc4)c3)ccc2[nH]1, predict the reactants needed to synthesize it. The reactants are: CC(=O)Nc1nc2cc(Br)ccc2[nH]1.O=S(=O)(Nc1cc(Br)cnc1Cl)c1ccc(F)cc1. (5) Given the product O=c1c2[nH]c(N3CCCC3)nc2n(CC2CC2)c(=O)n1CC1CC1, predict the reactants needed to synthesize it. The reactants are: C1CCNC1.O=c1c2[nH]c(Cl)nc2n(CC2CC2)c(=O)n1CC1CC1.